This data is from Catalyst prediction with 721,799 reactions and 888 catalyst types from USPTO. The task is: Predict which catalyst facilitates the given reaction. (1) Reactant: [CH:1]([C:3]1[C:12](=[O:13])[C:11]2[C:6](=[CH:7][CH:8]=[CH:9][CH:10]=2)[O:5][CH:4]=1)=O.[CH2:14]([O:16][C:17]([C:19]#[C:20][C:21]([O:23][CH2:24][CH3:25])=[O:22])=[O:18])[CH3:15].C1(P(C2C=CC=CC=2)C2C=CC=CC=2)C=CC=CC=1.[CH3:45][O:46][C:47]1[CH:58]=[C:57]2[C:50]([NH:51][CH:52]=[C:53]2[CH2:54][CH2:55][NH2:56])=[CH:49][CH:48]=1. Product: [CH2:24]([O:23][C:21]([C:20]1[C:19]2([C:17]([O:16][CH2:14][CH3:15])=[O:18])[N:56]([CH2:55][CH2:54][C:53]3[C:57]4[C:50](=[CH:49][CH:48]=[C:47]([O:46][CH3:45])[CH:58]=4)[NH:51][C:52]=32)[CH:4]=[C:3]([C:12](=[O:13])[C:11]2[CH:10]=[CH:9][CH:8]=[CH:7][C:6]=2[OH:5])[CH:1]=1)=[O:22])[CH3:25]. The catalyst class is: 11. (2) Reactant: [F:1][C:2]1[CH:3]=[C:4]([N:8]2[CH:12]=[C:11]([C:13]([O:15]CC)=[O:14])[C:10]([C:18]([F:21])([F:20])[F:19])=[N:9]2)[CH:5]=[CH:6][CH:7]=1.[OH-].[Na+]. Product: [F:1][C:2]1[CH:3]=[C:4]([N:8]2[CH:12]=[C:11]([C:13]([OH:15])=[O:14])[C:10]([C:18]([F:19])([F:20])[F:21])=[N:9]2)[CH:5]=[CH:6][CH:7]=1. The catalyst class is: 301. (3) Product: [F:11][C:8]1[CH:9]=[CH:10][C:5]([CH2:4][C:3](=[O:12])[CH2:2][N:25]2[C:14](=[O:24])[C:15]3[C:16](=[CH:20][CH:21]=[CH:22][CH:23]=3)[C:17]2=[O:18])=[CH:6][CH:7]=1. The catalyst class is: 3. Reactant: Cl[CH2:2][C:3](=[O:12])[CH2:4][C:5]1[CH:10]=[CH:9][C:8]([F:11])=[CH:7][CH:6]=1.[K].[C:14]([NH2:25])(=[O:24])[C:15]1[C:16](=[CH:20][CH:21]=[CH:22][CH:23]=1)[C:17](N)=[O:18]. (4) Reactant: [F:1][CH:2]([F:13])[O:3][C:4]1[CH:11]=[CH:10][CH:9]=[C:8]([F:12])[C:5]=1[C:6]#[N:7].Cl.[NH2:15][OH:16].C(=O)([O-])[O-].[Na+].[Na+].O. Product: [F:13][CH:2]([F:1])[O:3][C:4]1[CH:11]=[CH:10][CH:9]=[C:8]([F:12])[C:5]=1[C:6](=[N:15][OH:16])[NH2:7]. The catalyst class is: 8. (5) Reactant: [C:1]([O:5][C:6]([N:8]1[CH2:12][CH2:11][CH2:10][C@@H:9]1[CH2:13]OS(C1C=CC(C)=CC=1)(=O)=O)=[O:7])([CH3:4])([CH3:3])[CH3:2].[C-:25]#[N:26].[Na+].C(OCC)(=O)C. Product: [C:1]([O:5][C:6]([N:8]1[CH2:12][CH2:11][CH2:10][C@@H:9]1[CH2:13][C:25]#[N:26])=[O:7])([CH3:2])([CH3:3])[CH3:4]. The catalyst class is: 16. (6) Reactant: [OH:1][C:2]1[C:7]([C:8]([OH:10])=O)=[CH:6][N:5]=[C:4]([N:11]2[CH:15]=[CH:14][CH:13]=[N:12]2)[N:3]=1.CCN(CC)CC.CN(C(ON1N=NC2C=CC=NC1=2)=[N+](C)C)C.F[P-](F)(F)(F)(F)F.Cl.[NH2:48][C@@H:49]([CH:62]1[CH2:67][CH2:66][CH2:65][CH2:64][CH2:63]1)[C:50]1[CH:55]=[CH:54][C:53]([P:56]([CH3:61])(=[O:60])[O:57][CH2:58][CH3:59])=[CH:52][CH:51]=1. Product: [CH:62]1([C@H:49]([NH:48][C:8]([C:7]2[C:2]([OH:1])=[N:3][C:4]([N:11]3[CH:15]=[CH:14][CH:13]=[N:12]3)=[N:5][CH:6]=2)=[O:10])[C:50]2[CH:51]=[CH:52][C:53]([P:56]([CH3:61])(=[O:60])[O:57][CH2:58][CH3:59])=[CH:54][CH:55]=2)[CH2:63][CH2:64][CH2:65][CH2:66][CH2:67]1. The catalyst class is: 3.